This data is from Full USPTO retrosynthesis dataset with 1.9M reactions from patents (1976-2016). The task is: Predict the reactants needed to synthesize the given product. (1) Given the product [CH3:1][O:2][C:3]1[N:8]=[CH:7][C:6]([CH:9]([OH:15])[CH:10]([N+:12]([O-:14])=[O:13])[CH3:11])=[CH:5][CH:4]=1.[NH2:12][C@@H:10]([CH3:11])[C@@H:9]([C:6]1[CH:7]=[N:8][C:3]([O:2][CH3:1])=[CH:4][CH:5]=1)[OH:15], predict the reactants needed to synthesize it. The reactants are: [CH3:1][O:2][C:3]1[N:8]=[CH:7][C:6]([CH:9]([OH:15])[CH:10]([N+:12]([O-:14])=[O:13])[CH3:11])=[CH:5][CH:4]=1.[H][H]. (2) The reactants are: N[C@H:2]1[CH2:7][CH2:6][CH2:5][N:4]([C:8](OC(C)(C)C)=O)[CH2:3]1.[C:15]([BH3-])#[N:16].[Na+].[CH3:19]C(O)=O.C=O.Cl.FC1[CH:32]=[CH:31][C:30]([C:33]([F:36])([F:35])[F:34])=[CH:29][C:28]=1[N+:37]([O-:39])=[O:38].C(=O)(O)[O-].[Na+]. Given the product [CH3:19][N:16]([CH3:15])[C@H:6]1[CH2:7][CH2:2][CH2:3][N:4]([C:8]2[CH:32]=[CH:31][C:30]([C:33]([F:36])([F:35])[F:34])=[CH:29][C:28]=2[N+:37]([O-:39])=[O:38])[CH2:5]1, predict the reactants needed to synthesize it. (3) Given the product [CH2:39]([O:38][CH2:37][C@H:19]([NH:18][C:15](=[O:17])[CH2:14][N:11]1[CH2:10][CH2:9][N:8]([C:3]2[CH:4]=[CH:5][CH:6]=[CH:7][N:2]=2)[CH2:13][CH2:12]1)[C:20]([NH:22][C:23]1[CH:28]=[CH:27][C:26]([O:29][C:30]2[CH:35]=[CH:34][C:33]([F:36])=[CH:32][CH:31]=2)=[CH:25][CH:24]=1)=[O:21])[C:40]1[CH:45]=[CH:44][CH:43]=[CH:42][CH:41]=1, predict the reactants needed to synthesize it. The reactants are: Cl.[N:2]1[CH:7]=[CH:6][CH:5]=[CH:4][C:3]=1[N:8]1[CH2:13][CH2:12][N:11]([CH2:14][C:15]([OH:17])=O)[CH2:10][CH2:9]1.[NH2:18][C@@H:19]([CH2:37][O:38][CH2:39][C:40]1[CH:45]=[CH:44][CH:43]=[CH:42][CH:41]=1)[C:20]([NH:22][C:23]1[CH:28]=[CH:27][C:26]([O:29][C:30]2[CH:35]=[CH:34][C:33]([F:36])=[CH:32][CH:31]=2)=[CH:25][CH:24]=1)=[O:21]. (4) The reactants are: [CH2:1]([O:8][C:9]([C:11]1[CH:16]([C:17]2[CH:22]=[CH:21][C:20]([F:23])=[C:19]([F:24])[CH:18]=2)[NH:15][C:14]([O:25][CH3:26])=[N:13][C:12]=1[CH2:27][CH3:28])=[O:10])[C:2]1[CH:7]=[CH:6][CH:5]=[CH:4][CH:3]=1.Cl[C:30]([O:32][CH3:33])=[O:31]. Given the product [CH2:1]([O:8][C:9]([C:11]1[CH:16]([C:17]2[CH:22]=[CH:21][C:20]([F:23])=[C:19]([F:24])[CH:18]=2)[N:15]([C:30]([O:32][CH3:33])=[O:31])[C:14]([O:25][CH3:26])=[N:13][C:12]=1[CH2:27][CH3:28])=[O:10])[C:2]1[CH:7]=[CH:6][CH:5]=[CH:4][CH:3]=1, predict the reactants needed to synthesize it. (5) Given the product [Br-:22].[OH:7][CH2:6][CH2:5][N:4]([CH2:3][CH2:2][OH:1])[C:8]1[CH:9]=[CH:10][C:11]([N:14]=[N:15][C:16]2[CH:21]=[CH:20][N+:19]([CH2:23][C:24]3[CH:29]=[CH:28][C:27]([P:30]([O:34][CH2:35][CH3:36])([O:31][CH2:32][CH3:33])=[O:37])=[CH:26][CH:25]=3)=[CH:18][CH:17]=2)=[CH:12][CH:13]=1, predict the reactants needed to synthesize it. The reactants are: [OH:1][CH2:2][CH2:3][N:4]([C:8]1[CH:13]=[CH:12][C:11]([N:14]=[N:15][C:16]2[CH:21]=[CH:20][N:19]=[CH:18][CH:17]=2)=[CH:10][CH:9]=1)[CH2:5][CH2:6][OH:7].[Br:22][CH2:23][C:24]1[CH:29]=[CH:28][C:27]([P:30](=[O:37])([O:34][CH2:35][CH3:36])[O:31][CH2:32][CH3:33])=[CH:26][CH:25]=1. (6) The reactants are: [F-].[K+].Br[CH2:4][C:5](=[O:23])[C@@H:6]([NH:15][C:16](=[O:22])[O:17][C:18]([CH3:21])([CH3:20])[CH3:19])[CH2:7][CH2:8][C:9]1[CH:14]=[CH:13][CH:12]=[CH:11][CH:10]=1.[Cl:24][C:25]1[CH:33]=[CH:32][C:31]([Cl:34])=[CH:30][C:26]=1[C:27]([OH:29])=[O:28].C(OCC)(=O)C. Given the product [Cl:24][C:25]1[CH:33]=[CH:32][C:31]([Cl:34])=[CH:30][C:26]=1[C:27]([O:29][CH2:4][C:5](=[O:23])[C@@H:6]([NH:15][C:16]([O:17][C:18]([CH3:21])([CH3:20])[CH3:19])=[O:22])[CH2:7][CH2:8][C:9]1[CH:14]=[CH:13][CH:12]=[CH:11][CH:10]=1)=[O:28], predict the reactants needed to synthesize it. (7) Given the product [CH3:1][N:2]1[C:6]([C:7]2[S:8][CH:9]=[C:10]([C:12]([OH:14])=[O:13])[N:11]=2)=[CH:5][CH:4]=[N:3]1, predict the reactants needed to synthesize it. The reactants are: [CH3:1][N:2]1[C:6]([C:7]2[S:8][CH:9]=[C:10]([C:12]([O:14]CC)=[O:13])[N:11]=2)=[CH:5][CH:4]=[N:3]1.[OH-].[K+].